Dataset: Forward reaction prediction with 1.9M reactions from USPTO patents (1976-2016). Task: Predict the product of the given reaction. (1) The product is: [NH:16]1[C:9]2[C:4](=[CH:5][CH:6]=[CH:7][CH:8]=2)[CH2:3][CH2:2][C:1]1=[O:10]. Given the reactants [C:1]1(=[O:10])[C:9]2[C:4](=[CH:5][CH:6]=[CH:7][CH:8]=2)[CH2:3][CH2:2]1.CS(O)(=O)=O.[N-:16]=[N+]=[N-].[Na+].[OH-].[Na+], predict the reaction product. (2) Given the reactants [C:1]([O:5][C:6]([NH:8][C@H:9]([C:13]1[CH:18]=[C:17]([C:19]2[CH:24]=[CH:23][C:22]([NH:25][C:26](=[O:29])[O:27][CH3:28])=[CH:21][C:20]=2[NH:30][C:31](=[O:36])[C@H:32]([CH3:35])[CH:33]=[CH2:34])[CH:16]=[CH:15][N:14]=1)[CH2:10]C=C)=[O:7])([CH3:4])([CH3:3])[CH3:2], predict the reaction product. The product is: [C:1]([O:5][C:6]([NH:8][C@@H:9]1[C:13]2[CH:18]=[C:17]([CH:16]=[CH:15][N:14]=2)[C:19]2[CH:24]=[CH:23][C:22]([NH:25][C:26](=[O:29])[O:27][CH3:28])=[CH:21][C:20]=2[NH:30][C:31](=[O:36])[C@H:32]([CH3:35])[CH:33]=[CH:34][CH2:10]1)=[O:7])([CH3:4])([CH3:3])[CH3:2]. (3) The product is: [Br:8][C:9]1[CH:14]=[CH:13][CH:12]=[CH:11][C:10]=1[C:2]1[CH:3]=[N:4][CH:5]=[N:6][CH:7]=1. Given the reactants Br[C:2]1[CH:3]=[N:4][CH:5]=[N:6][CH:7]=1.[Br:8][C:9]1[CH:14]=[CH:13][CH:12]=[CH:11][C:10]=1B(O)O.C(=O)([O-])[O-].[K+].[K+], predict the reaction product.